From a dataset of Forward reaction prediction with 1.9M reactions from USPTO patents (1976-2016). Predict the product of the given reaction. (1) Given the reactants CS(Cl)(=O)=O.[Br:6][C:7]1[CH:12]=[C:11]([F:13])[C:10]([CH2:14]O)=[C:9]([F:16])[CH:8]=1.C(N(CC)CC)C.[NH:24]1[CH2:29][CH2:28][CH2:27][CH2:26][CH2:25]1.C(=O)([O-])[O-].[K+].[K+], predict the reaction product. The product is: [Br:6][C:7]1[CH:12]=[C:11]([F:13])[C:10]([CH2:14][N:24]2[CH2:29][CH2:28][CH2:27][CH2:26][CH2:25]2)=[C:9]([F:16])[CH:8]=1. (2) Given the reactants C(N1C=CN=C1)(N1C=CN=C1)=O.[CH3:13][C:14]1[S:18][C:17]([C:19]([OH:21])=[O:20])=[CH:16][C:15]=1[N+:22]([O-:24])=[O:23].[CH2:25](O)[C:26]1[CH:34]=[CH:33][C:32]2[O:31][CH2:30][O:29][C:28]=2[CH:27]=1, predict the reaction product. The product is: [O:31]1[C:32]2[CH:33]=[CH:34][C:26]([CH2:25][O:20][C:19]([C:17]3[S:18][C:14]([CH3:13])=[C:15]([N+:22]([O-:24])=[O:23])[CH:16]=3)=[O:21])=[CH:27][C:28]=2[O:29][CH2:30]1. (3) Given the reactants [O:1]=[CH:2][C:3]([C:5]1[CH:14]=[CH:13][C:8]([C:9]([O:11][CH3:12])=[O:10])=[CH:7][CH:6]=1)=[O:4].C([O-])([O-])[O:16][CH2:17][CH3:18].[C:21]1(C)C=CC=C[CH:22]=1, predict the reaction product. The product is: [CH2:21]([O:1][CH:2]([O:16][CH2:17][CH3:18])[C:3]([C:5]1[CH:14]=[CH:13][C:8]([C:9]([O:11][CH3:12])=[O:10])=[CH:7][CH:6]=1)=[O:4])[CH3:22]. (4) Given the reactants [CH3:1][O:2][C:3]([C:5]1[CH:6]=[C:7]([C@@H:11]2[CH2:13][C@H:12]2C(O)=O)[CH:8]=[CH:9][CH:10]=1)=[O:4].C1(P(N=[N+]=[N-])(C2C=CC=CC=2)=[O:24])C=CC=CC=1.C([N:36]([CH2:39]C)CC)C.[Cl-].[NH4+].[C:43]([OH:47])([CH3:46])([CH3:45])[CH3:44], predict the reaction product. The product is: [C:43]([O:47][C:39]([NH:36][C@@H:12]1[CH2:13][C@H:11]1[C:7]1[CH:6]=[C:5]([CH:10]=[CH:9][CH:8]=1)[C:3]([O:2][CH3:1])=[O:4])=[O:24])([CH3:46])([CH3:45])[CH3:44]. (5) Given the reactants [CH:1]1[C:10]2[C:5](=[CH:6][CH:7]=[CH:8][CH:9]=2)[CH:4]=[CH:3][C:2]=1[O:11][CH2:12][CH2:13][O:14][C:15]1[CH:30]=[CH:29][C:18]([CH2:19][CH:20]([C:25]([O:27]C)=[O:26])[C:21]([O:23][CH3:24])=[O:22])=[CH:17][CH:16]=1.[OH-].[Na+], predict the reaction product. The product is: [CH3:24][O:23][C:21]([CH:20]([CH2:19][C:18]1[CH:17]=[CH:16][C:15]([O:14][CH2:13][CH2:12][O:11][C:2]2[CH:3]=[CH:4][C:5]3[C:10](=[CH:9][CH:8]=[CH:7][CH:6]=3)[CH:1]=2)=[CH:30][CH:29]=1)[C:25]([OH:27])=[O:26])=[O:22]. (6) Given the reactants CCN=C=[N:5][CH2:6][CH2:7][CH2:8]N(C)C.Cl.[C:13]1([CH2:19][C:20]([OH:22])=O)[CH:18]=[CH:17][CH:16]=[CH:15][CH:14]=1.C(N)CC.C1C=CC2N(O)N=NC=2C=1, predict the reaction product. The product is: [C:13]1([CH2:19][C:20]([NH:5][CH2:6][CH2:7][CH3:8])=[O:22])[CH:14]=[CH:15][CH:16]=[CH:17][CH:18]=1. (7) Given the reactants [BH4-].[Na+].[NH2:3][C:4]1[O:5][CH2:6][C:7]2([N:23]=1)[CH:20]1[CH:15]([CH2:16][CH2:17][C:18](=[O:21])[CH2:19]1)[O:14][C:13]1[C:8]2=[CH:9][C:10]([Br:22])=[CH:11][CH:12]=1.C1COCC1.CO, predict the reaction product. The product is: [NH2:3][C:4]1[O:5][CH2:6][C:7]2([N:23]=1)[CH:20]1[CH:15]([CH2:16][CH2:17][CH:18]([OH:21])[CH2:19]1)[O:14][C:13]1[C:8]2=[CH:9][C:10]([Br:22])=[CH:11][CH:12]=1.